This data is from Forward reaction prediction with 1.9M reactions from USPTO patents (1976-2016). The task is: Predict the product of the given reaction. (1) The product is: [Cl:1][C:2]1[CH:3]=[C:4]2[C:8](=[CH:9][CH:10]=1)[NH:7][CH:6]=[C:5]2[CH2:11][CH2:12][CH2:13][NH:14][C:24](=[O:25])[C:23]1[CH:22]=[CH:21][C:20]([CH2:19][C:18]2[CH:29]=[CH:30][CH:31]=[C:16]([F:15])[CH:17]=2)=[CH:28][CH:27]=1. Given the reactants [Cl:1][C:2]1[CH:3]=[C:4]2[C:8](=[CH:9][CH:10]=1)[NH:7][CH:6]=[C:5]2[CH2:11][CH2:12][CH2:13][NH2:14].[F:15][C:16]1[CH:17]=[C:18]([CH:29]=[CH:30][CH:31]=1)[CH2:19][C:20]1[CH:28]=[CH:27][C:23]([C:24](O)=[O:25])=[CH:22][CH:21]=1.CN(C(ON1N=NC2C=CC=NC1=2)=[N+](C)C)C.F[P-](F)(F)(F)(F)F.C(N(CC)C(C)C)(C)C, predict the reaction product. (2) The product is: [Cl:1][C:2]1[C:10]([C:11]([C:14]#[N:15])([CH3:13])[CH3:12])=[CH:9][CH:8]=[CH:7][C:3]=1[C:4]([NH:27][C:28]1[CH:29]=[C:30]([O:31][C:32]2[CH:46]=[CH:45][C:35]3[N:36]=[C:37]([NH:39][C:40]([CH:42]4[CH2:44][CH2:43]4)=[O:41])[S:38][C:34]=3[C:33]=2[C:47]#[N:48])[CH:49]=[CH:50][C:51]=1[F:52])=[O:6]. Given the reactants [Cl:1][C:2]1[C:10]([C:11]([C:14]#[N:15])([CH3:13])[CH3:12])=[CH:9][CH:8]=[CH:7][C:3]=1[C:4]([OH:6])=O.C(Cl)(=O)C(Cl)=O.CN(C)C=O.[NH2:27][C:28]1[CH:29]=[C:30]([CH:49]=[CH:50][C:51]=1[F:52])[O:31][C:32]1[CH:46]=[CH:45][C:35]2[N:36]=[C:37]([NH:39][C:40]([CH:42]3[CH2:44][CH2:43]3)=[O:41])[S:38][C:34]=2[C:33]=1[C:47]#[N:48], predict the reaction product. (3) Given the reactants C(OOC(C)(C)C)(C)(C)C.[OH:11][C:12]1[CH:17]=[CH:16][C:15]([C:18]2([C:26]3[CH:27]=[C:28]([C:32]4[CH:37]=[CH:36][CH:35]=[C:34]([O:38][CH3:39])[CH:33]=4)[CH:29]=[CH:30][CH:31]=3)[NH:22][C:21](=S)[N:20]([CH3:24])[C:19]2=[O:25])=[CH:14][CH:13]=1.CO.[OH-].[NH4+:43], predict the reaction product. The product is: [NH2:43][C:21]1[N:20]([CH3:24])[C:19](=[O:25])[C:18]([C:15]2[CH:16]=[CH:17][C:12]([OH:11])=[CH:13][CH:14]=2)([C:26]2[CH:27]=[C:28]([C:32]3[CH:37]=[CH:36][CH:35]=[C:34]([O:38][CH3:39])[CH:33]=3)[CH:29]=[CH:30][CH:31]=2)[N:22]=1. (4) Given the reactants [S:1]1[CH:5]=[CH:4][N:3]=[C:2]1C(O)=O.CN([C:12]([O:16]N1N=NC2C=CC=NC1=2)=[N+](C)C)C.F[P-](F)(F)(F)(F)F.CCN(C(C)C)C(C)C.[I-].[CH2:43]([N+:47]1[N:51]=[C:50]([CH3:52])[S:49][C:48]=1[CH3:53])[CH2:44][CH2:45][CH3:46], predict the reaction product. The product is: [CH2:43]([N:47]1[N:51]=[C:50]([CH3:52])[S:49]/[C:48]/1=[CH:53]\[C:12]([C:4]1[N:3]=[CH:2][S:1][CH:5]=1)=[O:16])[CH2:44][CH2:45][CH3:46].